This data is from Peptide-MHC class I binding affinity with 185,985 pairs from IEDB/IMGT. The task is: Regression. Given a peptide amino acid sequence and an MHC pseudo amino acid sequence, predict their binding affinity value. This is MHC class I binding data. (1) The peptide sequence is YLACKQHAL. The MHC is HLA-A02:12 with pseudo-sequence HLA-A02:12. The binding affinity (normalized) is 0.872. (2) The peptide sequence is CVRMYNPTN. The binding affinity (normalized) is 0.305. The MHC is Mamu-B08 with pseudo-sequence Mamu-B08. (3) The peptide sequence is SSDLRSWTF. The MHC is HLA-B15:01 with pseudo-sequence HLA-B15:01. The binding affinity (normalized) is 0.0847.